This data is from Cav3 T-type calcium channel HTS with 100,875 compounds. The task is: Binary Classification. Given a drug SMILES string, predict its activity (active/inactive) in a high-throughput screening assay against a specified biological target. (1) The compound is OC1(C2(C(C3C(C(O)C2)C2(C(CC3)=CC(=O)C=C2)C)CC1)C)C(=O)COC(=O)C. The result is 0 (inactive). (2) The compound is S=C(Nc1ncccc1)NC(=O)/C=C\c1occc1. The result is 0 (inactive).